From a dataset of Peptide-MHC class I binding affinity with 185,985 pairs from IEDB/IMGT. Regression. Given a peptide amino acid sequence and an MHC pseudo amino acid sequence, predict their binding affinity value. This is MHC class I binding data. (1) The peptide sequence is FTDCRTIDA. The MHC is HLA-A02:06 with pseudo-sequence HLA-A02:06. The binding affinity (normalized) is 0.270. (2) The peptide sequence is CTDDNALAYY. The MHC is HLA-A01:01 with pseudo-sequence HLA-A01:01. The binding affinity (normalized) is 1.00.